From a dataset of Forward reaction prediction with 1.9M reactions from USPTO patents (1976-2016). Predict the product of the given reaction. (1) The product is: [C:1]([O:5][C:6](=[O:23])[NH:7][CH:8]1[CH2:9][CH2:10][N:11]([C:14]2[C:19]([CH:20]=[N:27][O:26][CH3:25])=[C:18]([NH2:22])[N:17]=[CH:16][N:15]=2)[CH2:12][CH2:13]1)([CH3:4])([CH3:2])[CH3:3]. Given the reactants [C:1]([O:5][C:6](=[O:23])[NH:7][CH:8]1[CH2:13][CH2:12][N:11]([C:14]2[C:19]([CH:20]=O)=[C:18]([NH2:22])[N:17]=[CH:16][N:15]=2)[CH2:10][CH2:9]1)([CH3:4])([CH3:3])[CH3:2].Cl.[CH3:25][O:26][NH2:27], predict the reaction product. (2) Given the reactants [NH2:1][C:2]1[N:6]([CH2:7][CH2:8][C:9]2[CH:10]=[N:11][CH:12]=[CH:13][CH:14]=2)[C:5]2[CH:15]=[CH:16][C:17]([N:19]([CH3:30])[C:20](=[O:29])[C:21]3[CH:26]=[CH:25][CH:24]=[C:23]([C:27]#[N:28])[CH:22]=3)=[CH:18][C:4]=2[N:3]=1.[O:31]1[C:35]([C:36]2[S:40][C:39]([C:41](O)=[O:42])=[CH:38][CH:37]=2)=[CH:34][N:33]=[CH:32]1.C(Cl)CCl.C1C=CC2N(O)N=NC=2C=1.C(N(CC)C(C)C)(C)C.C(=O)(O)[O-].[Na+], predict the reaction product. The product is: [C:27]([C:23]1[CH:22]=[C:21]([CH:26]=[CH:25][CH:24]=1)[C:20]([N:19]([CH3:30])[C:17]1[CH:16]=[CH:15][C:5]2[N:6]([CH2:7][CH2:8][C:9]3[CH:10]=[N:11][CH:12]=[CH:13][CH:14]=3)[C:2]([NH:1][C:41]([C:39]3[S:40][C:36]([C:35]4[O:31][CH:32]=[N:33][CH:34]=4)=[CH:37][CH:38]=3)=[O:42])=[N:3][C:4]=2[CH:18]=1)=[O:29])#[N:28]. (3) Given the reactants ClC1C=C(C=CC=1)C(OO)=[O:6].[C:12]([O:16][C:17]([N:19]1[CH2:24][CH:23]=[CH:22][CH2:21][CH2:20]1)=[O:18])([CH3:15])([CH3:14])[CH3:13], predict the reaction product. The product is: [C:12]([O:16][C:17]([N:19]1[CH2:20][CH2:21][C@@H:22]2[C@@H:23]([O:6]2)[CH2:24]1)=[O:18])([CH3:15])([CH3:13])[CH3:14]. (4) Given the reactants [NH2:1][C:2]1[C:3]([F:10])=[CH:4][C:5]([Cl:9])=[C:6]([OH:8])[CH:7]=1.C(=O)([O-])[O-].[K+].[K+].Cl[C:18]1[N:23]=[CH:22][CH:21]=[CH:20][N:19]=1.CS(C)=O, predict the reaction product. The product is: [NH2:1][C:2]1[C:3]([F:10])=[CH:4][C:5]([Cl:9])=[C:6]([CH:7]=1)[O:8][C:18]1[N:23]=[CH:22][CH:21]=[CH:20][N:19]=1.